From a dataset of Forward reaction prediction with 1.9M reactions from USPTO patents (1976-2016). Predict the product of the given reaction. (1) The product is: [CH3:19][O:18][C:11]1[CH:12]=[CH:13][CH:14]=[C:15]([O:16][CH3:17])[C:10]=1[CH:2]1[N:1]([CH2:28][C:27]2[CH:30]=[CH:31][CH:32]=[C:25]([C:24]3[S:20][CH:21]=[N:22][CH:23]=3)[CH:26]=2)[C:6](=[O:8])[CH2:5][CH2:4][CH2:3]1. Given the reactants [NH2:1][CH:2]([C:10]1[C:15]([O:16][CH3:17])=[CH:14][CH:13]=[CH:12][C:11]=1[O:18][CH3:19])[CH2:3][CH2:4][CH2:5][C:6]([O:8]C)=O.[S:20]1[C:24]([C:25]2[CH:26]=[C:27]([CH:30]=[CH:31][CH:32]=2)[CH:28]=O)=[CH:23][N:22]=[CH:21]1, predict the reaction product. (2) Given the reactants [CH:1]([C:3]1[N:4]=[CH:5][S:6][C:7]=1[CH2:8][S:9][C:10]1[N:15]=[C:14]([OH:16])[CH:13]=[C:12]([C:17]([F:20])([F:19])[F:18])[N:11]=1)=[CH2:2].B.C1C[O:25]CC1.OO.O, predict the reaction product. The product is: [OH:25][CH:1]([C:3]1[N:4]=[CH:5][S:6][C:7]=1[CH2:8][S:9][C:10]1[N:15]=[C:14]([OH:16])[CH:13]=[C:12]([C:17]([F:20])([F:19])[F:18])[N:11]=1)[CH3:2]. (3) Given the reactants [CH2:1]([NH:11][C:12]([O:14][C@H:15]([CH2:41][O:42][C:43](=[O:55])[NH:44][CH2:45][CH2:46][CH2:47][CH2:48][CH2:49][CH2:50][CH2:51][CH2:52][CH2:53][CH3:54])[CH2:16][S:17][CH2:18][C@H:19]([NH:23][C:24](=[O:40])[CH2:25][CH2:26][CH2:27][CH2:28][CH2:29][CH2:30][CH2:31][CH2:32][CH2:33][CH2:34][CH2:35][CH2:36][CH2:37][CH2:38][CH3:39])[C:20]([OH:22])=O)=[O:13])[CH2:2][CH2:3][CH2:4][CH2:5][CH2:6][CH2:7][CH2:8][CH2:9][CH3:10].CN(C(ON1N=NC2C=CC=CC1=2)=[N+](C)C)C.F[P-](F)(F)(F)(F)F.CCN(C(C)C)C(C)C.[NH2:89][CH2:90][CH2:91][O:92][CH2:93][CH2:94][O:95][CH2:96][CH2:97][O:98][CH2:99][CH2:100][P:101](=[O:108])([O:105][CH2:106][CH3:107])[O:102][CH2:103][CH3:104], predict the reaction product. The product is: [CH2:106]([O:105][P:101]([CH2:100][CH2:99][O:98][CH2:97][CH2:96][O:95][CH2:94][CH2:93][O:92][CH2:91][CH2:90][NH:89][C:20](=[O:22])[C@@H:19]([NH:23][C:24](=[O:40])[CH2:25][CH2:26][CH2:27][CH2:28][CH2:29][CH2:30][CH2:31][CH2:32][CH2:33][CH2:34][CH2:35][CH2:36][CH2:37][CH2:38][CH3:39])[CH2:18][S:17][CH2:16][C@H:15]([O:14][C:12](=[O:13])[NH:11][CH2:1][CH2:2][CH2:3][CH2:4][CH2:5][CH2:6][CH2:7][CH2:8][CH2:9][CH3:10])[CH2:41][O:42][C:43](=[O:55])[NH:44][CH2:45][CH2:46][CH2:47][CH2:48][CH2:49][CH2:50][CH2:51][CH2:52][CH2:53][CH3:54])(=[O:108])[O:102][CH2:103][CH3:104])[CH3:107]. (4) Given the reactants [Br:1][C:2]1[CH:7]=[CH:6][C:5]([C:8]2[CH2:9][CH2:10][NH:11][CH2:12][CH:13]=2)=[CH:4][CH:3]=1.CCN(CC)CC.[C:21](O[C:21]([O:23][C:24]([CH3:27])([CH3:26])[CH3:25])=[O:22])([O:23][C:24]([CH3:27])([CH3:26])[CH3:25])=[O:22], predict the reaction product. The product is: [C:24]([O:23][C:21]([N:11]1[CH2:10][CH:9]=[C:8]([C:5]2[CH:6]=[CH:7][C:2]([Br:1])=[CH:3][CH:4]=2)[CH2:13][CH2:12]1)=[O:22])([CH3:27])([CH3:26])[CH3:25]. (5) The product is: [O:28]=[C:19]1[C:20]2[C:25](=[CH:24][CH:23]=[CH:22][CH:21]=2)[C:26](=[O:27])[N:18]1[CH2:17][CH2:16][CH2:15][O:3][C:4]1[CH:11]=[CH:10][C:9]([O:12][CH3:13])=[CH:8][C:5]=1[C:6]#[N:7]. Given the reactants [H-].[Na+].[OH:3][C:4]1[CH:11]=[CH:10][C:9]([O:12][CH3:13])=[CH:8][C:5]=1[C:6]#[N:7].Br[CH2:15][CH2:16][CH2:17][N:18]1[C:26](=[O:27])[C:25]2[C:20](=[CH:21][CH:22]=[CH:23][CH:24]=2)[C:19]1=[O:28], predict the reaction product. (6) Given the reactants [NH2:1][C:2]1[CH:3]=[C:4]([CH2:8][CH2:9][C:10]2[CH:11]=[C:12]([NH:16][C:17](=[O:23])[O:18][C:19]([CH3:22])([CH3:21])[CH3:20])[CH:13]=[N:14][CH:15]=2)[CH:5]=[CH:6][CH:7]=1.[Cl:24][C:25]1[N:30]=[C:29](Cl)[C:28]([Cl:32])=[CH:27][N:26]=1.C(=O)([O-])[O-].[K+].[K+], predict the reaction product. The product is: [Cl:24][C:25]1[N:30]=[C:29]([NH:1][C:2]2[CH:3]=[C:4]([CH2:8][CH2:9][C:10]3[CH:11]=[C:12]([NH:16][C:17](=[O:23])[O:18][C:19]([CH3:20])([CH3:22])[CH3:21])[CH:13]=[N:14][CH:15]=3)[CH:5]=[CH:6][CH:7]=2)[C:28]([Cl:32])=[CH:27][N:26]=1. (7) Given the reactants [OH:1][C:2]([C:7]1[CH:12]=[CH:11][CH:10]=[CH:9][CH:8]=1)([CH3:6])[CH2:3][C:4]#[N:5].S(C)C, predict the reaction product. The product is: [NH2:5][CH2:4][CH2:3][C:2]([C:7]1[CH:12]=[CH:11][CH:10]=[CH:9][CH:8]=1)([OH:1])[CH3:6].